Dataset: Full USPTO retrosynthesis dataset with 1.9M reactions from patents (1976-2016). Task: Predict the reactants needed to synthesize the given product. (1) Given the product [F:1][C:2]([F:18])([F:17])[C:3]1[C:11]2[N:10]=[C:9]([N:30]3[CH2:31][CH2:32][N:27]([C:22]4[C:21]([C:20]([F:34])([F:19])[F:33])=[CH:26][CH:25]=[CH:24][N:23]=4)[CH2:28][CH2:29]3)[NH:8][C:7]=2[CH:6]=[C:5]([C:13]([F:16])([F:15])[F:14])[CH:4]=1, predict the reactants needed to synthesize it. The reactants are: [F:1][C:2]([F:18])([F:17])[C:3]1[C:11]2[N:10]=[C:9](Cl)[NH:8][C:7]=2[CH:6]=[C:5]([C:13]([F:16])([F:15])[F:14])[CH:4]=1.[F:19][C:20]([F:34])([F:33])[C:21]1[C:22]([N:27]2[CH2:32][CH2:31][NH:30][CH2:29][CH2:28]2)=[N:23][CH:24]=[CH:25][CH:26]=1. (2) The reactants are: [CH3:1][O:2][C:3]1[C:24]([O:25][CH2:26][CH2:27][CH2:28][CH2:29][CH2:30][C:31]([OH:33])=[O:32])=[CH:23][C:6]2[N:7]([C:16]3[CH:21]=[CH:20][C:19]([CH3:22])=[CH:18][CH:17]=3)[C:8]([C:10]3[CH:15]=[CH:14][CH:13]=[CH:12][CH:11]=3)=[N:9][C:5]=2[CH:4]=1.[C:34](=O)(O)[O-].[K+]. Given the product [CH3:34][O:32][C:31](=[O:33])[CH2:30][CH2:29][CH2:28][CH2:27][CH2:26][O:25][C:24]1[C:3]([O:2][CH3:1])=[CH:4][C:5]2[N:9]=[C:8]([C:10]3[CH:15]=[CH:14][CH:13]=[CH:12][CH:11]=3)[N:7]([C:16]3[CH:21]=[CH:20][C:19]([CH3:22])=[CH:18][CH:17]=3)[C:6]=2[CH:23]=1, predict the reactants needed to synthesize it. (3) Given the product [CH2:1]([O:3][C:4]([C:6]1[N:7]([CH3:40])[C:8]2[C:13]([CH:14]=1)=[CH:12][C:11]([O:15][CH2:16][CH:17]([C:19]1[O:23][C:22]([C:24]3[CH:25]=[CH:26][C:27]([C:30]([F:33])([F:31])[F:32])=[CH:28][CH:29]=3)=[N:21][C:20]=1[CH:34]([CH3:35])[CH3:36])[CH3:18])=[CH:10][CH:9]=2)=[O:5])[CH3:2], predict the reactants needed to synthesize it. The reactants are: [CH2:1]([O:3][C:4]([C:6]1[NH:7][C:8]2[C:13]([CH:14]=1)=[CH:12][C:11]([O:15][CH2:16][CH:17]([C:19]1[O:23][C:22]([C:24]3[CH:29]=[CH:28][C:27]([C:30]([F:33])([F:32])[F:31])=[CH:26][CH:25]=3)=[N:21][C:20]=1[CH:34]([CH3:36])[CH3:35])[CH3:18])=[CH:10][CH:9]=2)=[O:5])[CH3:2].[H-].[Na+].I[CH3:40].